Dataset: Peptide-MHC class I binding affinity with 185,985 pairs from IEDB/IMGT. Task: Regression. Given a peptide amino acid sequence and an MHC pseudo amino acid sequence, predict their binding affinity value. This is MHC class I binding data. (1) The peptide sequence is MSDIFHALV. The MHC is HLA-A02:06 with pseudo-sequence HLA-A02:06. The binding affinity (normalized) is 0.833. (2) The peptide sequence is YQIEGAWRA. The MHC is HLA-A24:03 with pseudo-sequence HLA-A24:03. The binding affinity (normalized) is 0.0847. (3) The peptide sequence is EQLQLLMPLK. The MHC is HLA-A11:01 with pseudo-sequence HLA-A11:01. The binding affinity (normalized) is 0.537. (4) The peptide sequence is KVSVGSYFC. The MHC is HLA-A80:01 with pseudo-sequence HLA-A80:01. The binding affinity (normalized) is 0.0847. (5) The peptide sequence is WMMWYWGPSL. The MHC is HLA-A11:01 with pseudo-sequence HLA-A11:01. The binding affinity (normalized) is 0. (6) The peptide sequence is WASRELERF. The MHC is HLA-B07:02 with pseudo-sequence HLA-B07:02. The binding affinity (normalized) is 0. (7) The peptide sequence is QLLLMRTTW. The MHC is HLA-A32:01 with pseudo-sequence HLA-A32:01. The binding affinity (normalized) is 0.726.